The task is: Regression/Classification. Given a drug SMILES string, predict its absorption, distribution, metabolism, or excretion properties. Task type varies by dataset: regression for continuous measurements (e.g., permeability, clearance, half-life) or binary classification for categorical outcomes (e.g., BBB penetration, CYP inhibition). Dataset: cyp1a2_veith.. This data is from CYP1A2 inhibition data for predicting drug metabolism from PubChem BioAssay. (1) The compound is COc1ncc2nc(-c3cccs3)c(=O)n(C)c2n1. The result is 1 (inhibitor). (2) The drug is Cc1ccc(C(CC(N)=O)c2ccco2)cc1. The result is 0 (non-inhibitor). (3) The molecule is Cc1cc(C)c(NC(=O)C2CCCN2C)c(C)c1. The result is 0 (non-inhibitor). (4) The molecule is C=CCOc1ccc(CNC(C)(C)CO)cc1OCC.Cl. The result is 0 (non-inhibitor). (5) The compound is COc1cccc(N2CCN(C(=O)Nc3ccc4c(c3)NC(=O)CO4)CC2)c1. The result is 0 (non-inhibitor). (6) The compound is Cn1cnc(CCN)c1. The result is 0 (non-inhibitor).